This data is from Forward reaction prediction with 1.9M reactions from USPTO patents (1976-2016). The task is: Predict the product of the given reaction. (1) Given the reactants [O:1]=[CH:2][C@@H:3]([C@H:5]([C@@H:7]([C@@H:9]([CH2:11][OH:12])[OH:10])[OH:8])[OH:6])[OH:4].O=C[C@@H]([C@H]([C@H]([C@@H](CO)O)O)O)O, predict the reaction product. The product is: [CH2:11]([OH:12])[CH:9]1[O:10][CH:2]([OH:1])[CH:3]([OH:4])[CH:5]([OH:6])[CH:7]1[OH:8]. (2) Given the reactants N([O-])=O.[Na+].[NH2:5][C:6]1[N:15]=[C:14]([NH2:16])[C:13]2[C:8](=[CH:9][CH:10]=[CH:11][CH:12]=2)[N:7]=1.[I-:17].[K+].N, predict the reaction product. The product is: [NH2:5][C:6]1[N:15]=[C:14]([NH2:16])[C:13]2[C:8](=[CH:9][CH:10]=[C:11]([I:17])[CH:12]=2)[N:7]=1. (3) The product is: [CH2:46]([O:48][C:49](=[O:70])[C@H:50]([OH:69])[CH2:51][N:52]([CH2:54][C:55]1[CH:56]=[CH:57][C:58]([C:61]2[CH:66]=[C:65]([Cl:67])[CH:64]=[CH:63][C:62]=2[F:68])=[CH:59][CH:60]=1)[NH:53][C:13]([C:4]1[NH:3][C:2](=[O:1])[N:6]([C:7]2[CH:8]=[CH:9][CH:10]=[CH:11][CH:12]=2)[N:5]=1)=[O:15])[CH3:47]. Given the reactants [O:1]=[C:2]1[N:6]([C:7]2[CH:12]=[CH:11][CH:10]=[CH:9][CH:8]=2)[N:5]=[C:4]([C:13]([OH:15])=O)[NH:3]1.CN(C(ON1N=NC2C=CC(=CC1=2)Cl)=[N+](C)C)C.F[P-](F)(F)(F)(F)F.CN(C=O)C.[CH2:46]([O:48][C:49](=[O:70])[C@H:50]([OH:69])[CH2:51][N:52]([CH2:54][C:55]1[CH:60]=[CH:59][C:58]([C:61]2[CH:66]=[C:65]([Cl:67])[CH:64]=[CH:63][C:62]=2[F:68])=[CH:57][CH:56]=1)[NH2:53])[CH3:47].CCN(C(C)C)C(C)C, predict the reaction product. (4) Given the reactants [Br:1][C:2]1[C:3]([CH2:21][OH:22])=[CH:4][C:5]2[C:10]([CH:11]=1)=[C:9]([CH2:12][C:13]1[CH:18]=[CH:17][C:16]([CH2:19][CH3:20])=[CH:15][CH:14]=1)[CH:8]=[CH:7][CH:6]=2.[CH3:23][O:24][C:25]([CH3:27])=[CH2:26].C(=O)([O-])O.[Na+], predict the reaction product. The product is: [Br:1][C:2]1[CH:11]=[C:10]2[C:5]([CH:6]=[CH:7][CH:8]=[C:9]2[CH2:12][C:13]2[CH:14]=[CH:15][C:16]([CH2:19][CH3:20])=[CH:17][CH:18]=2)=[CH:4][C:3]=1[CH2:21][O:22][C:25]([O:24][CH3:23])([CH3:27])[CH3:26].